Dataset: CYP2D6 inhibition data for predicting drug metabolism from PubChem BioAssay. Task: Regression/Classification. Given a drug SMILES string, predict its absorption, distribution, metabolism, or excretion properties. Task type varies by dataset: regression for continuous measurements (e.g., permeability, clearance, half-life) or binary classification for categorical outcomes (e.g., BBB penetration, CYP inhibition). Dataset: cyp2d6_veith. The drug is Cc1cccnc1NC(=O)C12CCC(C)(C(=O)O1)C2(C)C. The result is 0 (non-inhibitor).